This data is from Full USPTO retrosynthesis dataset with 1.9M reactions from patents (1976-2016). The task is: Predict the reactants needed to synthesize the given product. (1) Given the product [Cl:21][C:13]1[CH:14]=[C:15]([CH:16]=[CH:17][C:12]=1[O:11][C:5]1[CH:4]=[CH:3][C:2]([Cl:1])=[C:10]2[C:6]=1[CH:7]=[N:8][NH:9]2)[NH2:18], predict the reactants needed to synthesize it. The reactants are: [Cl:1][C:2]1[CH:3]=[CH:4][C:5]([O:11][C:12]2[CH:17]=[CH:16][C:15]([N+:18]([O-])=O)=[CH:14][C:13]=2[Cl:21])=[C:6]2[C:10]=1[NH:9][N:8]=[CH:7]2.C(O)C.[Cl-].[Ca+2].[Cl-]. (2) Given the product [Br:1][C:2]1[CH:7]=[C:6]2[NH:8][C:9](=[O:28])[C:10]3([CH:15]([C:16]4[CH:21]=[CH:20][CH:19]=[C:18]([Cl:22])[CH:17]=4)[CH2:14][C:13](=[O:23])[NH:12][CH:11]3[C:24](=[CH2:27])[CH2:25][CH3:26])[C:5]2=[CH:4][CH:3]=1, predict the reactants needed to synthesize it. The reactants are: [Br:1][C:2]1[CH:7]=[C:6]2[NH:8][C:9](=[O:28])[C:10]3([CH:15]([C:16]4[CH:21]=[CH:20][CH:19]=[C:18]([Cl:22])[CH:17]=4)[CH2:14][C:13](=[O:23])[NH:12][CH:11]3[C:24](=[CH2:27])[CH2:25][CH3:26])[C:5]2=[CH:4][CH:3]=1.COC([Si](C)(C)C)C.FC(F)(F)C(O)=O.